Dataset: Peptide-MHC class I binding affinity with 185,985 pairs from IEDB/IMGT. Task: Regression. Given a peptide amino acid sequence and an MHC pseudo amino acid sequence, predict their binding affinity value. This is MHC class I binding data. (1) The peptide sequence is MPNACSANN. The MHC is HLA-A24:02 with pseudo-sequence HLA-A24:02. The binding affinity (normalized) is 0. (2) The peptide sequence is VASDVCKKNL. The MHC is HLA-A02:03 with pseudo-sequence HLA-A02:03. The binding affinity (normalized) is 0. (3) The peptide sequence is LAEHISDSI. The MHC is HLA-A02:03 with pseudo-sequence HLA-A02:03. The binding affinity (normalized) is 0.265. (4) The peptide sequence is IPQCRLTPL. The MHC is HLA-A01:01 with pseudo-sequence HLA-A01:01. The binding affinity (normalized) is 0. (5) The peptide sequence is SVIEEWKKS. The MHC is HLA-A02:01 with pseudo-sequence HLA-A02:01. The binding affinity (normalized) is 0. (6) The peptide sequence is RVRRLNWAA. The MHC is HLA-B15:09 with pseudo-sequence HLA-B15:09. The binding affinity (normalized) is 0.0847. (7) The peptide sequence is FILLLCLIFL. The MHC is HLA-A02:06 with pseudo-sequence HLA-A02:06. The binding affinity (normalized) is 0.460. (8) The peptide sequence is ETFGFEIQSY. The MHC is HLA-B15:01 with pseudo-sequence HLA-B15:01. The binding affinity (normalized) is 0.596. (9) The peptide sequence is MTAASYARY. The MHC is HLA-A03:01 with pseudo-sequence HLA-A03:01. The binding affinity (normalized) is 0.411.